From a dataset of Catalyst prediction with 721,799 reactions and 888 catalyst types from USPTO. Predict which catalyst facilitates the given reaction. (1) The catalyst class is: 8. Product: [CH3:1][S:2][C:3]1[N:8]=[CH:7][N:6]=[C:5]([CH:9]([OH:16])[C:10]2[CH:11]=[CH:12][CH:13]=[CH:14][CH:15]=2)[CH:4]=1. Reactant: [CH3:1][S:2][C:3]1[N:8]=[CH:7][N:6]=[C:5]([C:9](=[O:16])[C:10]2[CH:15]=[CH:14][CH:13]=[CH:12][CH:11]=2)[CH:4]=1.[BH4-].[Na+].[Cl-].[NH4+]. (2) Reactant: Cl[CH2:2][C:3]1[C:12]2[C:7](=[CH:8][CH:9]=[CH:10][CH:11]=2)[CH:6]=[CH:5][C:4]=1[CH3:13].[C-:14]#[N:15].[K+].CCO. Product: [CH3:13][C:4]1[CH:5]=[CH:6][C:7]2[C:12](=[CH:11][CH:10]=[CH:9][CH:8]=2)[C:3]=1[CH2:2][C:14]#[N:15]. The catalyst class is: 6.